This data is from Forward reaction prediction with 1.9M reactions from USPTO patents (1976-2016). The task is: Predict the product of the given reaction. (1) Given the reactants Br[C:2]1[C:10]2[N:9]3[CH2:11][CH2:12][NH:13][C:14](=[O:15])[C:8]3=[C:7]([CH3:16])[C:6]=2[CH:5]=[C:4]([F:17])[CH:3]=1.[OH:18][CH2:19][C:20]1[CH:25]=[CH:24][C:23](B(O)O)=[CH:22][CH:21]=1, predict the reaction product. The product is: [F:17][C:4]1[CH:3]=[C:2]([C:23]2[CH:24]=[CH:25][C:20]([CH2:19][OH:18])=[CH:21][CH:22]=2)[C:10]2[N:9]3[CH2:11][CH2:12][NH:13][C:14](=[O:15])[C:8]3=[C:7]([CH3:16])[C:6]=2[CH:5]=1. (2) The product is: [CH2:29]([O:28][C:26]([C:23]1([CH2:12][CH2:11][CH:10]=[CH2:9])[CH2:24][CH2:25][N:20]([C:13]([O:15][C:16]([CH3:19])([CH3:18])[CH3:17])=[O:14])[CH2:21][CH2:22]1)=[O:27])[CH3:30]. Given the reactants C(NC(C)C)(C)C.[Li][CH2:9][CH2:10][CH2:11][CH3:12].[C:13]([N:20]1[CH2:25][CH2:24][CH:23]([C:26]([O:28][CH2:29][CH3:30])=[O:27])[CH2:22][CH2:21]1)([O:15][C:16]([CH3:19])([CH3:18])[CH3:17])=[O:14], predict the reaction product. (3) Given the reactants [CH3:1][C:2]1[CH:11]=[CH:10][C:9]2[C:4](=[CH:5][CH:6]=[CH:7][CH:8]=2)[C:3]=1[CH2:12][CH:13]([O:15][C:16]1[CH:21]=[CH:20][CH:19]=[CH:18][C:17]=1[N+:22]([O-])=O)[CH3:14].C(Cl)Cl, predict the reaction product. The product is: [CH3:14][CH:13]([O:15][C:16]1[CH:21]=[CH:20][CH:19]=[CH:18][C:17]=1[NH2:22])[CH2:12][C:3]1[C:4]2[C:9](=[CH:8][CH:7]=[CH:6][CH:5]=2)[CH:10]=[CH:11][C:2]=1[CH3:1].